From a dataset of Full USPTO retrosynthesis dataset with 1.9M reactions from patents (1976-2016). Predict the reactants needed to synthesize the given product. (1) Given the product [CH2:3]([P:12]1(=[O:17])[CH2:16][CH:15]=[CH:14][CH2:13]1)[CH2:4][CH2:5][CH2:6][CH2:7][CH2:8][CH2:9][CH3:10], predict the reactants needed to synthesize it. The reactants are: [Mg].Br[CH2:3][CH2:4][CH2:5][CH2:6][CH2:7][CH2:8][CH2:9][CH3:10].Cl[P:12]1(=[O:17])[CH2:16][CH:15]=[CH:14][CH2:13]1. (2) Given the product [O:12]=[C:8]1[C:9]2[C:4](=[CH:3][C:2]([N:19]3[CH2:28][CH2:27][CH2:26][CH2:21][CH2:20]3)=[CH:11][CH:10]=2)[CH2:5][CH2:6][N:7]1[CH2:13][CH:14]=[O:15], predict the reactants needed to synthesize it. The reactants are: Br[C:2]1[CH:3]=[C:4]2[C:9](=[CH:10][CH:11]=1)[C:8](=[O:12])[N:7]([CH2:13][CH:14]=[O:15])[CH2:6][CH2:5]2.C([N:19]1[CH2:28][CH2:27][C:26]2[C:21](=CC=C(N3CCCCC3)C=2)[C:20]1=O)C=C. (3) Given the product [C:26]1([C:32]2[O:36][N:35]=[C:34]([C:37]3([OH:38])[O:25][N:24]=[C:20]4[C:21]5[C:17]([CH2:18][CH:19]34)=[CH:16][C:15]([CH:13]=[CH2:14])=[CH:23][CH:22]=5)[C:33]=2[C:41]([F:43])([F:44])[F:42])[CH:27]=[CH:28][CH:29]=[CH:30][CH:31]=1, predict the reactants needed to synthesize it. The reactants are: C(NC(C)C)(C)C.[Li]CCCC.[CH:13]([C:15]1[CH:16]=[C:17]2[C:21](=[CH:22][CH:23]=1)/[C:20](=[N:24]/[OH:25])/[CH2:19][CH2:18]2)=[CH2:14].[C:26]1([C:32]2[O:36][N:35]=[C:34]([C:37](OC)=[O:38])[C:33]=2[C:41]([F:44])([F:43])[F:42])[CH:31]=[CH:30][CH:29]=[CH:28][CH:27]=1. (4) Given the product [CH3:15][O:14][C:13]1[CH:12]=[CH:11][C:4]([CH2:5][C:6]2[N:10]=[CH:9][NH:8][N:7]=2)=[CH:3][C:2]=1[B:16]([OH:21])[OH:17], predict the reactants needed to synthesize it. The reactants are: I[C:2]1[CH:3]=[C:4]([CH:11]=[CH:12][C:13]=1[O:14][CH3:15])[CH2:5][C:6]1[N:10]=[CH:9][NH:8][N:7]=1.[B:16]1(B2OCC(C)(C)CO2)[O:21]CC(C)(C)C[O:17]1.C([O-])(=O)C.[K+]. (5) The reactants are: [F:1][C:2]1[CH:3]=[C:4]([CH3:9])[CH:5]=[CH:6][C:7]=1[F:8].[N+:10]([O-])([O-:12])=[O:11].[K+]. Given the product [N+:10]([C:5]1[C:4]([CH3:9])=[CH:3][C:2]([F:1])=[C:7]([F:8])[CH:6]=1)([O-:12])=[O:11], predict the reactants needed to synthesize it. (6) Given the product [F:34][C:33]([F:36])([F:35])[C:31]([OH:37])=[O:32].[NH:8]1[CH2:9][CH:10]([N:12]([CH3:13])[C:14]2[CH:15]=[C:16]3[C:25](=[CH:26][C:27]=2[CH3:28])[O:24][CH2:23][C:22]2[N:17]3[CH:18]([CH3:30])[C:19](=[O:29])[NH:20][N:21]=2)[CH2:11]1, predict the reactants needed to synthesize it. The reactants are: C(OC([N:8]1[CH2:11][CH:10]([N:12]([C:14]2[CH:15]=[C:16]3[C:25](=[CH:26][C:27]=2[CH3:28])[O:24][CH2:23][C:22]2[N:17]3[CH:18]([CH3:30])[C:19](=[O:29])[NH:20][N:21]=2)[CH3:13])[CH2:9]1)=O)(C)(C)C.[C:31]([OH:37])([C:33]([F:36])([F:35])[F:34])=[O:32]. (7) Given the product [F:1][C:2]([F:19])([C:9]([F:18])([F:17])[C:10]([F:16])([F:15])[C:11]([F:14])([F:13])[F:12])[CH2:3][CH2:4][Si:5]([C:24]#[CH:25])([CH:28]([CH3:32])[CH3:29])[CH:20]([CH3:22])[CH3:21], predict the reactants needed to synthesize it. The reactants are: [F:1][C:2]([F:19])([C:9]([F:18])([F:17])[C:10]([F:16])([F:15])[C:11]([F:14])([F:13])[F:12])[CH2:3][CH2:4][Si:5](Cl)(Cl)Cl.[CH:20]([Li])([CH3:22])[CH3:21].[C:24]([Mg]Br)#[CH:25].[CH2:28]1[CH2:32]OC[CH2:29]1. (8) Given the product [Cl:1][C:2]1[CH:3]=[C:4]2[C:8](=[CH:9][CH:10]=1)[NH:7][C:6]([C:11]([NH:13][C@@H:14]1[CH2:22][C:21]3[C:16](=[CH:17][CH:18]=[CH:19][CH:20]=3)[C@H:15]1[N:23]([C:35](=[O:36])[C@@H:34]([OH:33])[CH2:38][CH3:39])[CH2:24][CH2:25][O:26][CH:27]1[CH2:32][CH2:31][CH2:30][CH2:29][O:28]1)=[O:12])=[CH:5]2, predict the reactants needed to synthesize it. The reactants are: [Cl:1][C:2]1[CH:3]=[C:4]2[C:8](=[CH:9][CH:10]=1)[NH:7][C:6]([C:11]([NH:13][C@@H:14]1[CH2:22][C:21]3[C:16](=[CH:17][CH:18]=[CH:19][CH:20]=3)[C@H:15]1[NH:23][CH2:24][CH2:25][O:26][CH:27]1[CH2:32][CH2:31][CH2:30][CH2:29][O:28]1)=[O:12])=[CH:5]2.[OH:33][C@@H:34]([CH2:38][CH3:39])[C:35](O)=[O:36].C(N(C(C)C)C(C)C)C.F[P-](F)(F)(F)(F)F.N1(OC(N(C)C)=[N+](C)C)C2N=CC=CC=2N=N1.